From a dataset of Reaction yield outcomes from USPTO patents with 853,638 reactions. Predict the reaction yield, written as a fraction of the theoretical maximum amount of product (1.0 means a 100% yield; for example, 0.34 means a 34% yield). (1) The product is [Cl-:6].[CH:11]1([N+:19]2[CH:24]=[CH:23][CH:22]=[C:21]([CH3:25])[CH:20]=2)[CH2:12][CH2:13][CH2:14]1. The yield is 0.700. The reactants are C1(N)CCC1.[Cl-:6].[N+](C1C=[C:14]([N+]([O-])=O)[CH:13]=[CH:12][C:11]=1[N+:19]1[CH:24]=[CH:23][CH:22]=[C:21]([CH3:25])[CH:20]=1)([O-])=O. The catalyst is C(O)CCC. (2) The reactants are [Cl:1][C:2]1[CH:16]=[C:15]([Cl:17])[CH:14]=[CH:13][C:3]=1[O:4][CH2:5][CH2:6][CH2:7][C:8]([O:10]CC)=[O:9].O[Li].O. The catalyst is C1COCC1.O. The product is [Cl:1][C:2]1[CH:16]=[C:15]([Cl:17])[CH:14]=[CH:13][C:3]=1[O:4][CH2:5][CH2:6][CH2:7][C:8]([OH:10])=[O:9]. The yield is 0.743.